From a dataset of Reaction yield outcomes from USPTO patents with 853,638 reactions. Predict the reaction yield, written as a fraction of the theoretical maximum amount of product (1.0 means a 100% yield; for example, 0.34 means a 34% yield). (1) The reactants are [CH2:1]([O:3][C:4]([CH2:6][CH:7]([CH2:11][CH:12]([CH3:14])[CH3:13])[C:8]([OH:10])=O)=[O:5])[CH3:2].[C:15]1([C:21]2[CH:22]=[C:23]([CH:26]=[CH:27][CH:28]=2)[CH2:24][NH2:25])[CH:20]=[CH:19][CH:18]=[CH:17][CH:16]=1.C1C=CC2N(O)N=NC=2C=1.C(Cl)CCl.CN1CCOCC1. No catalyst specified. The product is [CH3:13][CH:12]([CH3:14])[CH2:11][CH:7]([C:8](=[O:10])[NH:25][CH2:24][C:23]1[CH:26]=[CH:27][CH:28]=[C:21]([C:15]2[CH:20]=[CH:19][CH:18]=[CH:17][CH:16]=2)[CH:22]=1)[CH2:6][C:4]([O:3][CH2:1][CH3:2])=[O:5]. The yield is 0.890. (2) The reactants are [NH2:1][C:2]1[CH:3]=[C:4]([N:8]=[C:9]2[N:13]([CH2:14][C:15]3[CH:20]=[CH:19][CH:18]=[CH:17][CH:16]=3)[C:12](=[O:21])[C:11](=[C:22]3[N:26]([CH3:27])[C:25]4[CH:28]=[CH:29][CH:30]=[CH:31][C:24]=4[S:23]3)[S:10]2)[CH:5]=[CH:6][CH:7]=1.Cl.[CH3:33][N:34]([CH2:36][C:37](Cl)=[O:38])[CH3:35]. The catalyst is C(Cl)(Cl)Cl. The product is [CH2:14]([N:13]1[C:12](=[O:21])[C:11](=[C:22]2[N:26]([CH3:27])[C:25]3[CH:28]=[CH:29][CH:30]=[CH:31][C:24]=3[S:23]2)[S:10][C:9]1=[N:8][C:4]1[CH:3]=[C:2]([NH:1][C:37](=[O:38])[CH2:36][N:34]([CH3:35])[CH3:33])[CH:7]=[CH:6][CH:5]=1)[C:15]1[CH:20]=[CH:19][CH:18]=[CH:17][CH:16]=1. The yield is 0.180.